Dataset: Peptide-MHC class I binding affinity with 185,985 pairs from IEDB/IMGT. Task: Regression. Given a peptide amino acid sequence and an MHC pseudo amino acid sequence, predict their binding affinity value. This is MHC class I binding data. The peptide sequence is YVYFYDLSY. The MHC is HLA-A80:01 with pseudo-sequence HLA-A80:01. The binding affinity (normalized) is 0.898.